From a dataset of Retrosynthesis with 50K atom-mapped reactions and 10 reaction types from USPTO. Predict the reactants needed to synthesize the given product. (1) Given the product Cc1cc(C#N)cnc1N1CCN(C(=O)c2ccc(N3CC(C)(C)OC3=O)nc2)CC1, predict the reactants needed to synthesize it. The reactants are: CC1(C)CNC(=O)O1.Cc1cc(C#N)cnc1N1CCN(C(=O)c2ccc(Br)nc2)CC1. (2) Given the product O=C(CCCCl)Nc1cn(-c2cccnc2)nc1Cl, predict the reactants needed to synthesize it. The reactants are: Nc1cn(-c2cccnc2)nc1Cl.O=C(Cl)CCCCl. (3) Given the product Cc1cc(C)c(CNC(=O)c2cc(Cl)cc(OC(C)C)c2C)c(=O)[nH]1, predict the reactants needed to synthesize it. The reactants are: Cc1c(OC(C)C)cc(Cl)cc1C(=O)O.Cc1cc(C)c(CN)c(=O)[nH]1. (4) Given the product N#Cc1cc(-c2cc(C(=O)O)sc2-c2cc(F)cc(Cl)c2)ccc1F, predict the reactants needed to synthesize it. The reactants are: CCOC(=O)c1cc(-c2ccc(F)c(C#N)c2)c(-c2cc(F)cc(Cl)c2)s1. (5) Given the product COC(=O)/C=C/c1c(N)cc(C(F)(F)F)cc1C(F)(F)F, predict the reactants needed to synthesize it. The reactants are: C=CC(=O)OC.Nc1cc(C(F)(F)F)cc(C(F)(F)F)c1Br. (6) Given the product Cc1cccc(Nc2cc(Nc3ccc(OCCCN(C)C)cc3)ncn2)c1, predict the reactants needed to synthesize it. The reactants are: CN(C)CCCCl.Cc1cccc(Nc2cc(Nc3ccc(O)cc3)ncn2)c1.